From a dataset of M1 muscarinic receptor agonist screen with 61,833 compounds. Binary Classification. Given a drug SMILES string, predict its activity (active/inactive) in a high-throughput screening assay against a specified biological target. (1) The drug is O=C1N(C2CCN(CC2)C(OCC)=O)Cc2c1c(ccc2)C(O)=O. The result is 0 (inactive). (2) The molecule is ON1C(N\C(C1)=C\N=O)(C)C. The result is 0 (inactive). (3) The molecule is O(C(C)(C)C(O)=O)c1c2c(ccc1)cccc2. The result is 0 (inactive). (4) The drug is O=C(NC1CCCC1)C(N(c1cc(OC)c(OC)cc1)C(=O)c1occc1)c1ccc(N(C)C)cc1. The result is 0 (inactive). (5) The drug is o1c(c(c2c1ccc(O)c2)C(=O)N)c1ccccc1. The result is 0 (inactive). (6) The compound is O(c1c2c(n(c(=O)c1)C)cccc2)CC(=O)NCc1ncccc1. The result is 0 (inactive).